From a dataset of Forward reaction prediction with 1.9M reactions from USPTO patents (1976-2016). Predict the product of the given reaction. (1) Given the reactants Br[C:2]1[CH:3]=[C:4]([CH:8]2[C:17]([CH3:19])([CH3:18])[CH2:16][C:15]3[C:10](=[CH:11][CH:12]=[C:13]([C:20]([OH:22])=[O:21])[CH:14]=3)[NH:9]2)[CH:5]=[CH:6][CH:7]=1.[CH3:23][N:24]1[CH2:28][CH2:27][NH:26][C:25]1=[O:29].Cl.CN(C)CC(O)=O.C(=O)([O-])[O-].[K+].[K+], predict the reaction product. The product is: [CH3:18][C:17]1([CH3:19])[CH2:16][C:15]2[C:10](=[CH:11][CH:12]=[C:13]([C:20]([OH:22])=[O:21])[CH:14]=2)[NH:9][CH:8]1[C:4]1[CH:5]=[CH:6][CH:7]=[C:2]([N:26]2[CH2:27][CH2:28][N:24]([CH3:23])[C:25]2=[O:29])[CH:3]=1. (2) Given the reactants O1CCC[CH2:2]1.Br[C:7]1[CH:8]=[C:9]([CH:12]=[C:13]([O:17][CH3:18])[C:14]=1[O:15][CH3:16])[C:10]#[N:11].CB1OB(C)OB(C)O1.C(=O)([O-])[O-].[Cs+].[Cs+], predict the reaction product. The product is: [CH3:18][O:17][C:13]1[CH:12]=[C:9]([CH:8]=[C:7]([CH3:2])[C:14]=1[O:15][CH3:16])[C:10]#[N:11]. (3) Given the reactants C[O:2][C:3]([C:5]1[CH:6]=[CH:7][C:8]2[O:12][C:11]([CH2:13][O:14][C:15]3[CH:20]=[CH:19][C:18]([C:21]45[CH2:30][CH:25]6[CH2:26][CH:27]([CH2:29][CH:23]([CH2:24]6)[CH2:22]4)[CH2:28]5)=[CH:17][CH:16]=3)=[N:10][C:9]=2[CH:31]=1)=[O:4].[Br-].[Al+3].[Br-].[Br-].O.Cl, predict the reaction product. The product is: [C:21]12([C:18]3[CH:19]=[CH:20][C:15]([O:14][CH2:13][C:11]4[O:12][C:8]5[CH:7]=[CH:6][C:5]([C:3]([OH:4])=[O:2])=[CH:31][C:9]=5[N:10]=4)=[CH:16][CH:17]=3)[CH2:28][CH:27]3[CH2:29][CH:23]([CH2:24][CH:25]([CH2:26]3)[CH2:30]1)[CH2:22]2. (4) The product is: [C:1]([O:5][C:6](=[O:26])[NH:7][CH2:8][CH:9]1[CH2:10][CH2:11][N:12]([C:15]2[C:20]([NH:21][C:40](=[O:41])[C:39]3[CH:43]=[CH:44][CH:45]=[C:37]([Cl:36])[CH:38]=3)=[CH:19][C:18]([S:22]([CH3:25])(=[O:24])=[O:23])=[CH:17][N:16]=2)[CH2:13][CH2:14]1)([CH3:4])([CH3:3])[CH3:2]. Given the reactants [C:1]([O:5][C:6](=[O:26])[NH:7][CH2:8][CH:9]1[CH2:14][CH2:13][N:12]([C:15]2[C:20]([NH2:21])=[CH:19][C:18]([S:22]([CH3:25])(=[O:24])=[O:23])=[CH:17][N:16]=2)[CH2:11][CH2:10]1)([CH3:4])([CH3:3])[CH3:2].C(N(CC)C(C)C)(C)C.[Cl:36][C:37]1[CH:38]=[C:39]([CH:43]=[CH:44][CH:45]=1)[C:40](Cl)=[O:41], predict the reaction product. (5) Given the reactants [Cl:1][C:2]1[CH:7]=[CH:6][CH:5]=[CH:4][C:3]=1[CH2:8][CH2:9][N:10]1[CH:14]=[C:13]([C:15]2[CH:20]=[C:19]([C:21]#[N:22])[CH:18]=[CH:17][N:16]=2)[N:12]=[CH:11]1.C1C(=O)N([Br:30])C(=O)C1, predict the reaction product. The product is: [Br:30][C:14]1[N:10]([CH2:9][CH2:8][C:3]2[CH:4]=[CH:5][CH:6]=[CH:7][C:2]=2[Cl:1])[CH:11]=[N:12][C:13]=1[C:15]1[CH:20]=[C:19]([C:21]#[N:22])[CH:18]=[CH:17][N:16]=1. (6) Given the reactants [CH3:1][C:2]1O[CH:7]=[CH:6][C:4](=[O:5])[C:3]=1[OH:9].[NH2:10][C:11]1[CH:19]=[CH:18][C:14]([CH2:15][CH2:16][OH:17])=[CH:13][CH:12]=1.Cl, predict the reaction product. The product is: [OH:17][CH2:16][CH2:15][C:14]1[CH:18]=[CH:19][C:11]([N:10]2[CH:7]=[CH:6][C:4](=[O:5])[C:3]([OH:9])=[C:2]2[CH3:1])=[CH:12][CH:13]=1. (7) Given the reactants [Cl:1][C:2]1[N:7]=[C:6](Cl)[C:5]([Cl:9])=[CH:4][N:3]=1.[NH2:10][CH:11]1[CH2:25][CH:14]2[CH2:15][N:16]([C:18]([O:20][C:21]([CH3:24])([CH3:23])[CH3:22])=[O:19])[CH2:17][CH:13]2[CH2:12]1.CCN(CC)CC, predict the reaction product. The product is: [Cl:1][C:2]1[N:7]=[C:6]([NH:10][CH:11]2[CH2:25][CH:14]3[CH2:15][N:16]([C:18]([O:20][C:21]([CH3:23])([CH3:22])[CH3:24])=[O:19])[CH2:17][CH:13]3[CH2:12]2)[C:5]([Cl:9])=[CH:4][N:3]=1. (8) Given the reactants [CH3:1][CH:2]([CH3:18])[CH2:3][CH:4]([C:6]1[CH:11]=[CH:10][CH:9]=[CH:8][C:7]=1[N:12]1[CH2:17][CH2:16][CH2:15][CH2:14][CH2:13]1)O.S(Cl)(Cl)=O.[C-:23]#[N:24].[K+].O, predict the reaction product. The product is: [CH3:1][CH:2]([CH3:18])[CH2:3][CH:4]([C:6]1[CH:11]=[CH:10][CH:9]=[CH:8][C:7]=1[N:12]1[CH2:17][CH2:16][CH2:15][CH2:14][CH2:13]1)[C:23]#[N:24]. (9) The product is: [O:1]1[C:5]2[CH:6]=[CH:7][C:8]([C:10]3[S:11][CH:12]=[C:13]([C:15]([NH:29][C:27]4[NH:26][C:25]5[CH:30]=[CH:31][C:22]([S:19]([CH3:18])(=[O:21])=[O:20])=[CH:23][C:24]=5[N:28]=4)=[O:17])[N:14]=3)=[CH:9][C:4]=2[CH2:3][CH2:2]1. Given the reactants [O:1]1[C:5]2[CH:6]=[CH:7][C:8]([C:10]3[S:11][CH:12]=[C:13]([C:15]([OH:17])=O)[N:14]=3)=[CH:9][C:4]=2[CH2:3][CH2:2]1.[CH3:18][S:19]([C:22]1[CH:31]=[CH:30][C:25]2[NH:26][C:27]([NH2:29])=[N:28][C:24]=2[CH:23]=1)(=[O:21])=[O:20].F[P-](F)(F)(F)(F)F.N1(OC(N(C)C)=[N+](C)C)C2C=CC=CC=2N=N1.C(N(CC)C(C)C)(C)C, predict the reaction product. (10) Given the reactants [CH3:1][O:2][C:3]([C:5]1([NH:15][C:16](=[O:29])[C:17]2[CH:22]=[CH:21][C:20]([O:23][CH3:24])=[C:19]([O:25]C(=O)C)[CH:18]=2)[CH2:10][CH2:9][CH:8]([C:11]([F:14])([F:13])[F:12])[CH2:7][CH2:6]1)=[O:4].C([O-])([O-])=O.[K+].[K+].CC(=O)OCC.Cl, predict the reaction product. The product is: [CH3:1][O:2][C:3]([C:5]1([NH:15][C:16](=[O:29])[C:17]2[CH:22]=[CH:21][C:20]([O:23][CH3:24])=[C:19]([OH:25])[CH:18]=2)[CH2:6][CH2:7][CH:8]([C:11]([F:14])([F:13])[F:12])[CH2:9][CH2:10]1)=[O:4].